This data is from Reaction yield outcomes from USPTO patents with 853,638 reactions. The task is: Predict the reaction yield, written as a fraction of the theoretical maximum amount of product (1.0 means a 100% yield; for example, 0.34 means a 34% yield). The product is [Br:19][C:20]1[C:21]([NH:9][C@H:7]([CH:4]2[CH2:5][CH2:6][O:1][CH2:2][CH2:3]2)[CH3:8])=[N:22][C:23]([Cl:26])=[N:24][CH:25]=1. The yield is 0.607. The catalyst is C(O)C.C(OCC)(=O)C. The reactants are [O:1]1[CH2:6][CH2:5][CH:4]([C@@H:7]([NH2:9])[CH3:8])[CH2:3][CH2:2]1.C(N(CC)C(C)C)(C)C.[Br:19][C:20]1[C:21](Cl)=[N:22][C:23]([Cl:26])=[N:24][CH:25]=1.